From a dataset of Reaction yield outcomes from USPTO patents with 853,638 reactions. Predict the reaction yield, written as a fraction of the theoretical maximum amount of product (1.0 means a 100% yield; for example, 0.34 means a 34% yield). (1) The reactants are [CH2:1]([O:3][C:4]1[CH:9]=[CH:8][C:7]([C:10]2[CH:18]=[CH:17][CH:16]=[C:15]3[C:11]=2[CH2:12][CH2:13][C:14]3=[O:19])=[C:6]([OH:20])[C:5]=1[O:21][CH3:22])[CH3:2].C(=O)([O-])[O-].[K+].[K+].Br[CH2:30][C:31]([CH3:35])([CH3:34])[CH2:32][OH:33]. The catalyst is C(#N)C. The product is [CH2:1]([O:3][C:4]1[CH:9]=[CH:8][C:7]([C:10]2[CH:18]=[CH:17][CH:16]=[C:15]3[C:11]=2[CH2:12][CH2:13][C:14]3=[O:19])=[C:6]([O:20][CH2:30][C:31]([CH3:35])([CH3:34])[CH2:32][OH:33])[C:5]=1[O:21][CH3:22])[CH3:2]. The yield is 0.190. (2) The reactants are [OH:1][CH:2]1[CH:7]([NH:8][C:9](=[O:15])[O:10][C:11]([CH3:14])([CH3:13])[CH3:12])[CH:6]=[C:5]([C:16]2[CH:21]=[CH:20][N:19]=[CH:18][C:17]=2[N+:22]([O-:24])=[O:23])[CH2:4][CH:3]1[CH3:25].C(N(CC)CC)C.[CH3:33][S:34](Cl)(=[O:36])=[O:35].O. The catalyst is C(Cl)Cl. The product is [CH3:33][S:34]([O:1][CH:2]1[CH:3]([CH3:25])[CH2:4][C:5]([C:16]2[CH:21]=[CH:20][N:19]=[CH:18][C:17]=2[N+:22]([O-:24])=[O:23])=[CH:6][CH:7]1[NH:8][C:9]([O:10][C:11]([CH3:12])([CH3:13])[CH3:14])=[O:15])(=[O:36])=[O:35]. The yield is 0.650. (3) The reactants are [CH3:1][S:2]([C:5]1[CH:12]=[CH:11][C:8](CBr)=[CH:7][CH:6]=1)(=[O:4])=[O:3].Br[C:14]1[CH:19]=[CH:18][C:17](/[CH:20]=[CH:21]/[C:22]2[N:23]([CH2:35][C:36]3[CH:41]=[CH:40][C:39]([S:42]([CH3:45])(=[O:44])=[O:43])=[CH:38][CH:37]=3)[CH:24]=[C:25]([C:27]3[CH:32]=[CH:31][C:30]([Cl:33])=[CH:29][C:28]=3[Cl:34])[N:26]=2)=[CH:16][CH:15]=1.CS(C1C=C(B(O)O)C=CC=1)(=O)=O. No catalyst specified. The product is [Cl:34][C:28]1[CH:29]=[C:30]([Cl:33])[CH:31]=[CH:32][C:27]=1[C:25]1[N:26]=[C:22](/[CH:21]=[CH:20]/[C:17]2[CH:18]=[CH:19][C:14]([C:7]3[CH:8]=[CH:11][CH:12]=[C:5]([S:2]([CH3:1])(=[O:4])=[O:3])[CH:6]=3)=[CH:15][CH:16]=2)[N:23]([CH2:35][C:36]2[CH:41]=[CH:40][C:39]([S:42]([CH3:45])(=[O:44])=[O:43])=[CH:38][CH:37]=2)[CH:24]=1. The yield is 0.520. (4) The catalyst is C(Cl)Cl. The yield is 0.720. The reactants are Cl.Cl.[CH2:3]([N:10]([CH3:32])[CH2:11][C@H:12]1[CH2:17][N:16]([C:18]2[CH:23]=[CH:22][C:21]([O:24][CH3:25])=[C:20]([O:26][CH:27]3[CH2:31][CH2:30][CH2:29][CH2:28]3)[CH:19]=2)[CH2:15][CH2:14][NH:13]1)[C:4]1[CH:9]=[CH:8][CH:7]=[CH:6][CH:5]=1.C(N(CC)CC)C.[C:40](Cl)(=[O:42])[CH3:41].C([O-])(O)=O.[Na+]. The product is [CH2:3]([N:10]([CH2:11][C@H:12]1[CH2:17][N:16]([C:18]2[CH:23]=[CH:22][C:21]([O:24][CH3:25])=[C:20]([O:26][CH:27]3[CH2:31][CH2:30][CH2:29][CH2:28]3)[CH:19]=2)[CH2:15][CH2:14][N:13]1[C:40](=[O:42])[CH3:41])[CH3:32])[C:4]1[CH:5]=[CH:6][CH:7]=[CH:8][CH:9]=1. (5) The reactants are [CH2:1]([NH:3][C:4](=[O:42])[NH:5][C:6]1[S:7][C:8]2[C:14]([C:15]3[CH:20]=[CH:19][CH:18]=[CH:17][N:16]=3)=[CH:13][C:12]([C:21]3[CH:22]=[N:23][C:24]([N:27]4[CH2:32][CH2:31][C:30]([C:38]([F:41])([F:40])[F:39])([C:33]([O:35]CC)=[O:34])[CH2:29][CH2:28]4)=[N:25][CH:26]=3)=[CH:11][C:9]=2[N:10]=1)[CH3:2].CC(C)([O-])C.[K+].O. The catalyst is CS(C)=O. The product is [CH2:1]([NH:3][C:4]([NH:5][C:6]1[S:7][C:8]2[C:14]([C:15]3[CH:20]=[CH:19][CH:18]=[CH:17][N:16]=3)=[CH:13][C:12]([C:21]3[CH:22]=[N:23][C:24]([N:27]4[CH2:28][CH2:29][C:30]([C:38]([F:41])([F:40])[F:39])([C:33]([OH:35])=[O:34])[CH2:31][CH2:32]4)=[N:25][CH:26]=3)=[CH:11][C:9]=2[N:10]=1)=[O:42])[CH3:2]. The yield is 0.840.